This data is from NCI-60 drug combinations with 297,098 pairs across 59 cell lines. The task is: Regression. Given two drug SMILES strings and cell line genomic features, predict the synergy score measuring deviation from expected non-interaction effect. (1) Drug 1: CCCS(=O)(=O)NC1=C(C(=C(C=C1)F)C(=O)C2=CNC3=C2C=C(C=N3)C4=CC=C(C=C4)Cl)F. Drug 2: CN(C)N=NC1=C(NC=N1)C(=O)N. Cell line: SN12C. Synergy scores: CSS=5.06, Synergy_ZIP=1.76, Synergy_Bliss=7.40, Synergy_Loewe=4.69, Synergy_HSA=5.04. (2) Drug 1: C1CC(=O)NC(=O)C1N2C(=O)C3=CC=CC=C3C2=O. Drug 2: CC1CCCC2(C(O2)CC(NC(=O)CC(C(C(=O)C(C1O)C)(C)C)O)C(=CC3=CSC(=N3)C)C)C. Cell line: KM12. Synergy scores: CSS=31.6, Synergy_ZIP=6.41, Synergy_Bliss=-3.18, Synergy_Loewe=-36.0, Synergy_HSA=-12.5. (3) Drug 1: CC1C(C(=O)NC(C(=O)N2CCCC2C(=O)N(CC(=O)N(C(C(=O)O1)C(C)C)C)C)C(C)C)NC(=O)C3=C4C(=C(C=C3)C)OC5=C(C(=O)C(=C(C5=N4)C(=O)NC6C(OC(=O)C(N(C(=O)CN(C(=O)C7CCCN7C(=O)C(NC6=O)C(C)C)C)C)C(C)C)C)N)C. Drug 2: CN1C2=C(C=C(C=C2)N(CCCl)CCCl)N=C1CCCC(=O)O.Cl. Cell line: UACC-257. Synergy scores: CSS=1.04, Synergy_ZIP=-1.07, Synergy_Bliss=-1.24, Synergy_Loewe=2.37, Synergy_HSA=-1.65. (4) Drug 1: CCCS(=O)(=O)NC1=C(C(=C(C=C1)F)C(=O)C2=CNC3=C2C=C(C=N3)C4=CC=C(C=C4)Cl)F. Drug 2: CCC1=CC2CC(C3=C(CN(C2)C1)C4=CC=CC=C4N3)(C5=C(C=C6C(=C5)C78CCN9C7C(C=CC9)(C(C(C8N6C)(C(=O)OC)O)OC(=O)C)CC)OC)C(=O)OC.C(C(C(=O)O)O)(C(=O)O)O. Cell line: SK-MEL-5. Synergy scores: CSS=58.6, Synergy_ZIP=7.39, Synergy_Bliss=7.06, Synergy_Loewe=1.89, Synergy_HSA=9.66. (5) Drug 1: CCC1=C2CN3C(=CC4=C(C3=O)COC(=O)C4(CC)O)C2=NC5=C1C=C(C=C5)O. Drug 2: C(=O)(N)NO. Cell line: MOLT-4. Synergy scores: CSS=74.6, Synergy_ZIP=-3.26, Synergy_Bliss=-3.43, Synergy_Loewe=-52.1, Synergy_HSA=-0.950. (6) Drug 1: CC1=CC=C(C=C1)C2=CC(=NN2C3=CC=C(C=C3)S(=O)(=O)N)C(F)(F)F. Drug 2: C1C(C(OC1N2C=NC(=NC2=O)N)CO)O. Cell line: IGROV1. Synergy scores: CSS=-3.75, Synergy_ZIP=5.72, Synergy_Bliss=-2.04, Synergy_Loewe=-2.93, Synergy_HSA=-2.79. (7) Drug 1: C1=CC=C(C=C1)NC(=O)CCCCCCC(=O)NO. Drug 2: CC(C)NC(=O)C1=CC=C(C=C1)CNNC.Cl. Cell line: HS 578T. Synergy scores: CSS=14.2, Synergy_ZIP=-1.07, Synergy_Bliss=0.737, Synergy_Loewe=-10.6, Synergy_HSA=-2.89.